From a dataset of Forward reaction prediction with 1.9M reactions from USPTO patents (1976-2016). Predict the product of the given reaction. (1) Given the reactants Cl[C:2]1[CH:7]=[C:6]([Cl:8])[N:5]=[C:4]([NH:9][CH:10]([CH3:12])[CH3:11])[N:3]=1.CC([O-])(C)C.[K+].[F:19][C:20]([F:29])([F:28])[C:21]1[CH:26]=[C:25]([NH2:27])[CH:24]=[CH:23][N:22]=1, predict the reaction product. The product is: [Cl:8][C:6]1[N:5]=[C:4]([NH:9][CH:10]([CH3:12])[CH3:11])[N:3]=[C:2]([NH:27][C:25]2[CH:24]=[CH:23][N:22]=[C:21]([C:20]([F:29])([F:19])[F:28])[CH:26]=2)[CH:7]=1. (2) Given the reactants C(O)(C(F)(F)F)=O.[S:8]1[C:12]([C:13]2[S:17][C:16]([C:18]3[NH:22][C:21]([C@@H:23]4[CH2:27][CH2:26][CH2:25][N:24]4C(OC(C)(C)C)=O)=[N:20][CH:19]=3)=[N:15][CH:14]=2)=[CH:11][N:10]=[C:9]1[C:35]1[NH:39][C:38]([C@@H:40]2[CH2:44][CH2:43][CH2:42][N:41]2C(OC(C)(C)C)=O)=[N:37][CH:36]=1, predict the reaction product. The product is: [NH:41]1[CH2:42][CH2:43][CH2:44][C@H:40]1[C:38]1[NH:39][C:35]([C:9]2[S:8][C:12]([C:13]3[S:17][C:16]([C:18]4[NH:22][C:21]([C@@H:23]5[CH2:27][CH2:26][CH2:25][NH:24]5)=[N:20][CH:19]=4)=[N:15][CH:14]=3)=[CH:11][N:10]=2)=[CH:36][N:37]=1. (3) Given the reactants Cl[C:2]1[N:7]=[C:6]([NH2:8])[N:5]=[C:4]([NH:9][CH3:10])[CH:3]=1.[NH2:11][C:12]1[C:13]([CH3:21])=[C:14](B(O)O)[CH:15]=[CH:16][CH:17]=1.C(=O)([O-])[O-].[Na+].[Na+].O1CCOCC1, predict the reaction product. The product is: [NH2:11][C:12]1[C:13]([CH3:21])=[C:14]([C:2]2[N:7]=[C:6]([NH2:8])[N:5]=[C:4]([NH:9][CH3:10])[CH:3]=2)[CH:15]=[CH:16][CH:17]=1. (4) Given the reactants [C:1]1([C:24]2[CH:29]=[CH:28][CH:27]=[CH:26][CH:25]=2)[CH:6]=[CH:5][C:4]([CH2:7][O:8][C:9]2[CH:18]=[C:17]3[C:12]([CH2:13][CH:14]([CH2:19][CH2:20][N:21]([CH3:23])[CH3:22])[CH2:15][NH:16]3)=[CH:11][CH:10]=2)=[CH:3][CH:2]=1.[CH3:30][S:31]([Cl:34])(=[O:33])=[O:32], predict the reaction product. The product is: [ClH:34].[C:1]1([C:24]2[CH:25]=[CH:26][CH:27]=[CH:28][CH:29]=2)[CH:2]=[CH:3][C:4]([CH2:7][O:8][C:9]2[CH:18]=[C:17]3[C:12]([CH2:13][CH:14]([CH2:19][CH2:20][N:21]([CH3:23])[CH3:22])[CH2:15][N:16]3[S:31]([CH3:30])(=[O:33])=[O:32])=[CH:11][CH:10]=2)=[CH:5][CH:6]=1. (5) Given the reactants [F:1][C:2]1[CH:7]=[C:6]([C:8]2[CH:13]=[CH:12][N:11]=[C:10]3[NH:14][C:15]([C:17]4[CH:18]=[N:19][N:20]([CH3:22])[CH:21]=4)=[N:16][C:9]=23)[CH:5]=[CH:4][C:3]=1[C:23]1([NH:26]C(=O)OC(C)(C)C)[CH2:25][CH2:24]1, predict the reaction product. The product is: [F:1][C:2]1[CH:7]=[C:6]([C:8]2[CH:13]=[CH:12][N:11]=[C:10]3[NH:14][C:15]([C:17]4[CH:18]=[N:19][N:20]([CH3:22])[CH:21]=4)=[N:16][C:9]=23)[CH:5]=[CH:4][C:3]=1[C:23]1([NH2:26])[CH2:25][CH2:24]1. (6) Given the reactants [F-].C([N+](CCCC)(CCCC)CCCC)CCC.[Br:19][C:20]1[CH:25]=[CH:24][C:23]([C:26](=[O:31])[C:27]([F:30])([F:29])[F:28])=[CH:22][C:21]=1[CH:32]([F:34])[F:33].C[Si](C)(C)[C:37]([F:40])([F:39])[F:38], predict the reaction product. The product is: [Br:19][C:20]1[CH:25]=[CH:24][C:23]([C:26]([OH:31])([C:37]([F:40])([F:39])[F:38])[C:27]([F:30])([F:29])[F:28])=[CH:22][C:21]=1[CH:32]([F:33])[F:34].